The task is: Predict the reactants needed to synthesize the given product.. This data is from Full USPTO retrosynthesis dataset with 1.9M reactions from patents (1976-2016). (1) Given the product [CH3:33][N:34]([CH3:40])[C@H:35]1[CH2:39][CH2:38][N:37]([C:2]2[C:3]([C:20]3[CH:25]=[CH:24][CH:23]=[CH:22][CH:21]=3)=[C:4]([CH3:19])[C:5]([C:17]#[N:18])=[C:6]3[C:10]=2[O:9][C:8]([N:11]2[CH2:14][CH:13]([CH2:15][OH:16])[CH2:12]2)=[N:7]3)[CH2:36]1, predict the reactants needed to synthesize it. The reactants are: F[C:2]1[C:3]([C:20]2[CH:25]=[CH:24][CH:23]=[CH:22][CH:21]=2)=[C:4]([CH3:19])[C:5]([C:17]#[N:18])=[C:6]2[C:10]=1[O:9][C:8]([N:11]1[CH2:14][CH:13]([CH2:15][OH:16])[CH2:12]1)=[N:7]2.C(N(CC)CC)C.[CH3:33][N:34]([CH3:40])[C@H:35]1[CH2:39][CH2:38][NH:37][CH2:36]1. (2) Given the product [OH:27][CH:19]([CH2:20][C:21]1[CH:22]=[CH:23][CH:24]=[CH:25][CH:26]=1)/[CH:18]=[CH:17]/[C@H:11]1[CH2:12][CH2:13][CH2:14][C:15](=[O:16])[N:10]1[CH2:9][CH2:8][S:7][CH2:6][CH2:5][CH2:4][C:3]([OH:28])=[O:2], predict the reactants needed to synthesize it. The reactants are: C[O:2][C:3](=[O:28])[CH2:4][CH2:5][CH2:6][S:7][CH2:8][CH2:9][N:10]1[C:15](=[O:16])[CH2:14][CH2:13][CH2:12][C@@H:11]1/[CH:17]=[CH:18]/[CH:19]([OH:27])[CH2:20][C:21]1[CH:26]=[CH:25][CH:24]=[CH:23][CH:22]=1. (3) The reactants are: [CH:1]1([CH2:7][CH:8]([O:19][C:20]([O:22]C2C=CC([N+]([O-])=O)=CC=2)=O)[CH2:9][N:10]([CH3:18])[C:11](=[O:17])[O:12][C:13]([CH3:16])([CH3:15])[CH3:14])[CH2:6][CH2:5][CH2:4][CH2:3][CH2:2]1.Cl.[Cl:33][C:34]1[C:35]([F:54])=[C:36]([C@:40]([C@@H:48]2[CH2:53][CH2:52][CH2:51][NH:50][CH2:49]2)([OH:47])[CH2:41][CH2:42][CH2:43][CH2:44][O:45][CH3:46])[CH:37]=[CH:38][CH:39]=1.CCN(C(C)C)C(C)C. Given the product [Cl:33][C:34]1[C:35]([F:54])=[C:36]([C@:40]([C@@H:48]2[CH2:53][CH2:52][CH2:51][N:50]([C:20]([O:19][CH:8]([CH2:7][CH:1]3[CH2:2][CH2:3][CH2:4][CH2:5][CH2:6]3)[CH2:9][N:10]([C:11]([O:12][C:13]([CH3:14])([CH3:15])[CH3:16])=[O:17])[CH3:18])=[O:22])[CH2:49]2)([OH:47])[CH2:41][CH2:42][CH2:43][CH2:44][O:45][CH3:46])[CH:37]=[CH:38][CH:39]=1, predict the reactants needed to synthesize it. (4) Given the product [F:20][C:21]1[CH:26]=[CH:25][C:24]([S:27]([NH:2][C:3]2([C:6]([O:8][CH3:9])=[O:7])[CH2:5][CH2:4]2)(=[O:29])=[O:28])=[CH:23][CH:22]=1, predict the reactants needed to synthesize it. The reactants are: Cl.[NH2:2][C:3]1([C:6]([O:8][CH3:9])=[O:7])[CH2:5][CH2:4]1.C(N(CC)CC)C.ClCCl.[F:20][C:21]1[CH:26]=[CH:25][C:24]([S:27](Cl)(=[O:29])=[O:28])=[CH:23][CH:22]=1. (5) Given the product [C:32]([O:14][CH2:13][C:12]([CH3:16])([CH3:15])[CH2:11][C@H:10]([N:17]([C:18]([O:19][C:20]([CH3:23])([CH3:22])[CH3:21])=[O:24])[CH3:25])[CH2:9][O:8][Si:1]([C:4]([CH3:7])([CH3:5])[CH3:6])([CH3:2])[CH3:3])(=[O:34])[CH3:33], predict the reactants needed to synthesize it. The reactants are: [Si:1]([O:8][CH2:9][C@@H:10]([N:17]([CH3:25])[C:18](=[O:24])[O:19][C:20]([CH3:23])([CH3:22])[CH3:21])[CH2:11][C:12]([CH3:16])([CH3:15])[CH2:13][OH:14])([C:4]([CH3:7])([CH3:6])[CH3:5])([CH3:3])[CH3:2].N1C=CC=CC=1.[C:32](Cl)(=[O:34])[CH3:33]. (6) Given the product [C:32]([C:34]1[C:35]([N:46]2[CH2:51][CH2:50][CH:49]([C:52]([NH:66][S:63]([CH2:62][C:59]3[CH:60]=[CH:61][C:56]([CH3:55])=[CH:57][CH:58]=3)(=[O:64])=[O:65])=[O:53])[CH2:48][CH2:47]2)=[N:36][C:37]([CH3:45])=[C:38]([CH:39]=1)[C:40]([O:42][CH2:43][CH3:44])=[O:41])#[N:33], predict the reactants needed to synthesize it. The reactants are: CN(C(ON1N=NC2C=CC=CC1=2)=[N+](C)C)C.[B-](F)(F)(F)F.CCN(C(C)C)C(C)C.[C:32]([C:34]1[C:35]([N:46]2[CH2:51][CH2:50][CH:49]([C:52](O)=[O:53])[CH2:48][CH2:47]2)=[N:36][C:37]([CH3:45])=[C:38]([C:40]([O:42][CH2:43][CH3:44])=[O:41])[CH:39]=1)#[N:33].[CH3:55][C:56]1[CH:61]=[CH:60][C:59]([CH2:62][S:63]([NH2:66])(=[O:65])=[O:64])=[CH:58][CH:57]=1. (7) Given the product [CH:16]1([O:19][C:20]2[CH:21]=[CH:22][C:23]([C:24]([NH:26][C:27]3([C:30](=[O:31])[NH:11][CH:10]4[CH2:9][CH2:8][C:7]5[CH:12]=[CH:13][CH:14]=[CH:15][C:6]=5[N:5]5[CH:1]=[CH:2][N:3]=[C:4]45)[CH2:29][CH2:28]3)=[O:25])=[CH:33][CH:34]=2)[CH2:18][CH2:17]1, predict the reactants needed to synthesize it. The reactants are: [CH:1]1[N:5]2[C:6]3[CH:15]=[CH:14][CH:13]=[CH:12][C:7]=3[CH2:8][CH2:9][CH:10]([NH2:11])[C:4]2=[N:3][CH:2]=1.[CH:16]1([O:19][C:20]2[CH:34]=[CH:33][C:23]([C:24]([NH:26][C:27]3([C:30](O)=[O:31])[CH2:29][CH2:28]3)=[O:25])=[CH:22][CH:21]=2)[CH2:18][CH2:17]1.Cl.CN(C)CCCN=C=NCC.O.ON1C2C=CC=CC=2N=N1.C(N(CC)CC)C.